From a dataset of Full USPTO retrosynthesis dataset with 1.9M reactions from patents (1976-2016). Predict the reactants needed to synthesize the given product. (1) Given the product [Cl:1][C:2]1[C:3]([CH3:18])=[CH:4][C:5]([C:20]2[CH:25]=[C:24]([CH3:26])[CH:23]=[C:22]([CH3:27])[N:21]=2)=[CH:6][C:7]=1[CH3:8], predict the reactants needed to synthesize it. The reactants are: [Cl:1][C:2]1[C:7]([CH3:8])=[CH:6][C:5](B2OC(C)(C)C(C)(C)O2)=[CH:4][C:3]=1[CH3:18].Br[C:20]1[CH:25]=[C:24]([CH3:26])[CH:23]=[C:22]([CH3:27])[N:21]=1. (2) Given the product [C:1]([C:5]1[CH:6]=[CH:7][C:8]([O:11][CH2:12][CH2:13][CH2:32][C:33]([O:35][CH2:36][CH3:37])=[O:34])=[CH:9][CH:10]=1)(=[O:4])[CH2:2][CH3:3], predict the reactants needed to synthesize it. The reactants are: [C:1]([C:5]1[CH:10]=[CH:9][C:8]([O:11][CH2:12][C:13](OCC)=O)=[CH:7][CH:6]=1)(=[O:4])[CH2:2][CH3:3].OC1C=CC(C(=O)CC)=CC=1.BrCC[CH2:32][C:33]([O:35][CH2:36][CH3:37])=[O:34]. (3) Given the product [Br:1][C:2]1[CH:6]=[N:5][N:4]([CH3:7])[C:3]=1[NH:8][C:9]1[CH:10]=[C:11]([NH:15][C:24]([NH:23][C:20]2[CH:21]=[CH:22][C:17]([Cl:16])=[CH:18][CH:19]=2)=[O:25])[CH:12]=[CH:13][CH:14]=1, predict the reactants needed to synthesize it. The reactants are: [Br:1][C:2]1[CH:6]=[N:5][N:4]([CH3:7])[C:3]=1[NH:8][C:9]1[CH:14]=[CH:13][CH:12]=[C:11]([NH2:15])[CH:10]=1.[Cl:16][C:17]1[CH:22]=[CH:21][C:20]([N:23]=[C:24]=[O:25])=[CH:19][CH:18]=1. (4) Given the product [CH3:16][C:5]1[C:4]2[C:8](=[CH:9][CH:10]=[C:2]([C:18]#[C:17][Si:19]([CH3:22])([CH3:21])[CH3:20])[CH:3]=2)[N:7]([CH2:27][CH2:28][N:23]2[CH2:24][CH2:25][CH2:26][CH2:29]2)[C:6]=1[C:11]([O:13][CH2:14][CH3:15])=[O:12], predict the reactants needed to synthesize it. The reactants are: Br[C:2]1[CH:3]=[C:4]2[C:8](=[CH:9][CH:10]=1)[NH:7][C:6]([C:11]([O:13][CH2:14][CH3:15])=[O:12])=[C:5]2[CH3:16].[C:17]([Si:19]([CH3:22])([CH3:21])[CH3:20])#[CH:18].[NH:23]1[CH2:28][CH2:27][CH2:26][CH2:25][CH2:24]1.[CH2:29]1COCC1. (5) Given the product [CH3:13][O:11][C:10](=[O:12])[CH2:9][NH:8][C:5]1[CH:6]=[CH:7][C:2]([OH:1])=[CH:3][CH:4]=1, predict the reactants needed to synthesize it. The reactants are: [OH:1][C:2]1[CH:7]=[CH:6][C:5]([NH:8][CH2:9][C:10]([OH:12])=[O:11])=[CH:4][CH:3]=1.[CH3:13]O. (6) Given the product [F:9][C:4]1[CH:5]=[CH:6][CH:7]=[CH:8][C:3]=1[C:1]1[O:11][N:10]=[C:13]([C:14]([O:16][CH3:17])=[O:15])[CH:2]=1, predict the reactants needed to synthesize it. The reactants are: [C:1]([C:3]1[CH:8]=[CH:7][CH:6]=[CH:5][C:4]=1[F:9])#[CH:2].[N+:10]([CH:13](C(OC)=O)[C:14]([O:16][CH3:17])=[O:15])([O-])=[O:11]. (7) The reactants are: [CH3:1][N:2]([CH2:4][CH2:5][CH2:6][O:7][CH2:8][CH2:9][CH2:10][CH2:11][CH2:12][CH2:13][CH2:14][CH2:15][CH2:16][CH2:17][CH2:18][CH2:19][CH2:20][CH2:21][CH2:22][CH2:23][CH2:24][CH3:25])[CH3:3].[CH3:26][Cl:27]. Given the product [Cl-:27].[CH3:1][N+:2]([CH2:4][CH2:5][CH2:6][O:7][CH2:8][CH2:9][CH2:10][CH2:11][CH2:12][CH2:13][CH2:14][CH2:15][CH2:16][CH2:17][CH2:18][CH2:19][CH2:20][CH2:21][CH2:22][CH2:23][CH2:24][CH3:25])([CH3:26])[CH3:3], predict the reactants needed to synthesize it. (8) Given the product [O:4]=[C:5]1[CH2:10][CH2:9][O:8][CH2:7][CH:6]1[NH:11][S:12]([CH:15]([CH3:17])[CH3:16])(=[O:14])=[O:13], predict the reactants needed to synthesize it. The reactants are: O1[C:5]2([CH2:10][CH2:9][O:8][CH2:7][CH:6]2[NH:11][S:12]([CH:15]([CH3:17])[CH3:16])(=[O:14])=[O:13])[O:4]CC1.O.C1(C)C=CC(S(O)(=O)=O)=CC=1.S(=O)(=O)(O)O. (9) Given the product [CH2:1]([N:3]1[C:12]2[C:11](=[S:32])[NH:10][CH2:9][C:8]([C:14]3[CH:19]=[CH:18][CH:17]=[CH:16][CH:15]=3)=[N:7][C:6]=2[C:5]([CH:20]([CH3:22])[CH3:21])=[N:4]1)[CH3:2], predict the reactants needed to synthesize it. The reactants are: [CH2:1]([N:3]1[C:12]2[C:11](=O)[NH:10][CH2:9][C:8]([C:14]3[CH:19]=[CH:18][CH:17]=[CH:16][CH:15]=3)=[N:7][C:6]=2[C:5]([CH:20]([CH3:22])[CH3:21])=[N:4]1)[CH3:2].COC1C=CC(P2(SP(C3C=CC(OC)=CC=3)(=S)S2)=[S:32])=CC=1.Cl.CO. (10) Given the product [CH3:1][O:2][C:3]([C:4]1[CH:8]=[N:19][N:18]([C:14]([CH3:17])([CH3:16])[CH3:15])[C:5]=1[CH3:6])=[O:12], predict the reactants needed to synthesize it. The reactants are: [CH3:1][O:2][C:3](=[O:12])[C:4](=[CH:8]N(C)C)[C:5](=O)[CH3:6].Cl.[C:14]([NH:18][NH2:19])([CH3:17])([CH3:16])[CH3:15].C([O-])(=O)C.[Na+].ClCCl.